From a dataset of Blood-brain barrier penetration binary classification data from Martins et al.. Regression/Classification. Given a drug SMILES string, predict its absorption, distribution, metabolism, or excretion properties. Task type varies by dataset: regression for continuous measurements (e.g., permeability, clearance, half-life) or binary classification for categorical outcomes (e.g., BBB penetration, CYP inhibition). Dataset: bbb_martins. (1) The molecule is CNC(C)C(O)c1ccc(O)cc1. The result is 0 (does not penetrate BBB). (2) The compound is CCN(CC)S(=O)(=O)N[C@H]1C[C@@H]2c3cccc4[nH]cc(c34)C[C@H]2N(C)C1. The result is 1 (penetrates BBB). (3) The drug is CC1(C)O[C@@H]2C[C@H]3[C@@H]4CCC5=CC(=O)C=C[C@]5(C)[C@@]4(F)[C@@H](O)C[C@]3(C)[C@]2(C(=O)COC(=O)c2cc3ccccc3o2)O1. The result is 1 (penetrates BBB). (4) The result is 1 (penetrates BBB). The drug is C[C@]12C[C@H](O)[C@@]3(F)[C@@H](CCC4=CC(=O)C=C[C@@]43C)[C@@H]1C[C@H]1Cc3ccccc3C[C@]12C(=O)CO.O.